From a dataset of Full USPTO retrosynthesis dataset with 1.9M reactions from patents (1976-2016). Predict the reactants needed to synthesize the given product. (1) Given the product [OH:16][B:15]1[CH:14]([NH:28][C:29](=[O:36])[CH2:30][CH2:31][S:32](=[O:34])(=[O:35])[NH2:33])[CH2:13][C:9]2[CH:10]=[CH:11][CH:12]=[C:7]([C:6]([OH:5])=[O:39])[C:8]=2[O:23]1, predict the reactants needed to synthesize it. The reactants are: C([O:5][C:6](=[O:39])[C:7]1[CH:12]=[CH:11][CH:10]=[C:9]([CH2:13][CH:14]([NH:28][C:29](=[O:36])[CH2:30][CH2:31][S:32](=[O:35])(=[O:34])[NH2:33])[B:15]2[O:23]C3C(C)(C4CC(C3)C4(C)C)[O:16]2)[C:8]=1OC)(C)(C)C.B(Br)(Br)Br. (2) Given the product [F:29][C:26]([F:27])([F:28])[C:17]1[CH:18]=[C:19]([C:22]([F:25])([F:23])[F:24])[CH:20]=[CH:21][C:16]=1[CH2:15][O:14][C:11]1[CH:12]=[CH:13][C:8](/[CH:7]=[C:6]2/[C:2]([NH:1][CH2:40][CH2:39][CH:35]3[CH2:36][CH2:37][CH2:38][N:34]3[CH3:33])=[N:3][C:4](=[O:32])[NH:5]/2)=[CH:9][C:10]=1[O:30][CH3:31], predict the reactants needed to synthesize it. The reactants are: [NH2:1][C:2]1=[N:3][C:4](=[O:32])[NH:5]/[C:6]/1=[CH:7]\[C:8]1[CH:13]=[CH:12][C:11]([O:14][CH2:15][C:16]2[CH:21]=[CH:20][C:19]([C:22]([F:25])([F:24])[F:23])=[CH:18][C:17]=2[C:26]([F:29])([F:28])[F:27])=[C:10]([O:30][CH3:31])[CH:9]=1.[CH3:33][N:34]1[CH2:38][CH2:37][CH2:36][CH:35]1[CH2:39][CH2:40]N. (3) Given the product [C:28]([C:32]1[N:33]=[C:34]([N:57]2[CH2:58][CH2:59][CH:55]([N:51]([CH3:50])[C:52](=[O:54])[CH3:53])[CH2:56]2)[C:35]2[N:40]=[N:39][N:38]([CH2:41][C:42]3[CH:47]=[CH:46][CH:45]=[CH:44][C:43]=3[Cl:48])[C:36]=2[N:37]=1)([CH3:31])([CH3:30])[CH3:29], predict the reactants needed to synthesize it. The reactants are: C(C1N=C(N2CCOCC2)C2N=NN(CC3C=CC=CC=3Cl)C=2N=1)(C)(C)C.[C:28]([C:32]1[N:33]=[C:34](Cl)[C:35]2[N:40]=[N:39][N:38]([CH2:41][C:42]3[CH:47]=[CH:46][CH:45]=[CH:44][C:43]=3[Cl:48])[C:36]=2[N:37]=1)([CH3:31])([CH3:30])[CH3:29].[CH3:50][N:51]([CH:55]1[CH2:59][CH2:58][NH:57][CH2:56]1)[C:52](=[O:54])[CH3:53]. (4) Given the product [C:1]([C:5]1[CH:9]=[C:8]([NH:10][C:11]([NH:13][C@@H:14]2[C:23]3[C:18](=[CH:19][CH:20]=[CH:21][CH:22]=3)[C@H:17]([O:24][C:25]3[CH:26]=[CH:27][C:28]4[N:29]([C:31]([N:34]5[CH2:39][CH2:38][CH2:37][CH2:36][C@@H:35]5[CH3:40])=[N:32][N:33]=4)[CH:30]=3)[CH2:16][CH2:15]2)=[O:12])[N:7]([C:41]2[CH:42]=[N:43][N:44]([CH2:46][CH2:47][N:53]3[CH2:58][CH2:57][O:56][CH2:55][CH2:54]3)[CH:45]=2)[N:6]=1)([CH3:2])([CH3:3])[CH3:4], predict the reactants needed to synthesize it. The reactants are: [C:1]([C:5]1[CH:9]=[C:8]([NH:10][C:11]([NH:13][C@@H:14]2[C:23]3[C:18](=[CH:19][CH:20]=[CH:21][CH:22]=3)[C@H:17]([O:24][C:25]3[CH:26]=[CH:27][C:28]4[N:29]([C:31]([N:34]5[CH2:39][CH2:38][CH2:37][CH2:36][C@@H:35]5[CH3:40])=[N:32][N:33]=4)[CH:30]=3)[CH2:16][CH2:15]2)=[O:12])[N:7]([C:41]2[CH:42]=[N:43][N:44]([CH2:46][CH2:47]OS(C)(=O)=O)[CH:45]=2)[N:6]=1)([CH3:4])([CH3:3])[CH3:2].[NH:53]1[CH2:58][CH2:57][O:56][CH2:55][CH2:54]1. (5) Given the product [O:1]1[CH:5]=[CH:4][N:3]=[C:2]1[C:6]1[CH:14]=[CH:13][CH:12]=[C:11]2[C:7]=1[CH2:8][N:9]([CH2:16][CH:17]1[CH2:30][CH:18]1[B:19]1[O:23][C:22]([CH3:25])([CH3:24])[C:21]([CH3:27])([CH3:26])[O:20]1)[C:10]2=[O:15], predict the reactants needed to synthesize it. The reactants are: [O:1]1[CH:5]=[CH:4][N:3]=[C:2]1[C:6]1[CH:14]=[CH:13][CH:12]=[C:11]2[C:7]=1[CH2:8][N:9]([CH2:16][CH:17]=[CH:18][B:19]1[O:23][C:22]([CH3:25])([CH3:24])[C:21]([CH3:27])([CH3:26])[O:20]1)[C:10]2=[O:15].[N+](=[CH2:30])=[N-].